From a dataset of Reaction yield outcomes from USPTO patents with 853,638 reactions. Predict the reaction yield, written as a fraction of the theoretical maximum amount of product (1.0 means a 100% yield; for example, 0.34 means a 34% yield). The reactants are Br[C:2]1[CH:3]=[C:4]([C:16]([F:19])([F:18])[F:17])[C:5]2[N:6]([C:8]([Cl:15])=[C:9]([C:11]([O:13][CH3:14])=[O:12])[N:10]=2)[CH:7]=1.[N:20]1[CH:25]=[CH:24][CH:23]=[C:22](B(O)O)[CH:21]=1.[O-]P([O-])([O-])=O.[K+].[K+].[K+]. The catalyst is C(#N)C.O.C1C=CC(P(C2C=CC=CC=2)[C-]2C=CC=C2)=CC=1.C1C=CC(P(C2C=CC=CC=2)[C-]2C=CC=C2)=CC=1.Cl[Pd]Cl.[Fe+2].ClCCl. The product is [Cl:15][C:8]1[N:6]2[CH:7]=[C:2]([C:22]3[CH:21]=[N:20][CH:25]=[CH:24][CH:23]=3)[CH:3]=[C:4]([C:16]([F:19])([F:18])[F:17])[C:5]2=[N:10][C:9]=1[C:11]([O:13][CH3:14])=[O:12]. The yield is 0.440.